This data is from Full USPTO retrosynthesis dataset with 1.9M reactions from patents (1976-2016). The task is: Predict the reactants needed to synthesize the given product. The reactants are: [NH2:1][C:2]1[C:3]([CH:18]([CH3:20])[CH3:19])=[N:4][C:5]([O:11][CH2:12][C:13]([O:15]CC)=O)=[N:6][C:7]=1[CH:8]([CH3:10])[CH3:9].[CH2:21]([N:28]1[CH2:33][CH2:32][CH:31]([NH:34][CH3:35])[CH2:30][CH2:29]1)[C:22]1[CH:27]=[CH:26][CH:25]=[CH:24][CH:23]=1. Given the product [NH2:1][C:2]1[C:7]([CH:8]([CH3:9])[CH3:10])=[N:6][C:5]([O:11][CH2:12][C:13]([N:34]([CH:31]2[CH2:30][CH2:29][N:28]([CH2:21][C:22]3[CH:27]=[CH:26][CH:25]=[CH:24][CH:23]=3)[CH2:33][CH2:32]2)[CH3:35])=[O:15])=[N:4][C:3]=1[CH:18]([CH3:19])[CH3:20], predict the reactants needed to synthesize it.